From a dataset of Reaction yield outcomes from USPTO patents with 853,638 reactions. Predict the reaction yield, written as a fraction of the theoretical maximum amount of product (1.0 means a 100% yield; for example, 0.34 means a 34% yield). (1) The product is [Br:10][C:7]1[CH:8]=[CH:9][N:4]2[N:3]=[C:2]([N:13]([CH3:14])[CH3:12])[N:11]=[C:5]2[CH:6]=1. No catalyst specified. The reactants are Br[C:2]1[N:11]=[C:5]2[CH:6]=[C:7]([Br:10])[CH:8]=[CH:9][N:4]2[N:3]=1.[CH3:12][NH:13][CH3:14]. The yield is 0.723. (2) The reactants are O=[C:2]([N:21]1[CH2:25][CH2:24][C@H:23]([O:26][CH2:27][CH2:28][O:29][CH2:30][CH2:31][O:32][CH2:33][CH2:34][O:35][CH2:36][CH2:37][O:38][CH2:39][CH2:40][O:41][CH3:42])[CH2:22]1)[C@@H:3]([NH:10][C:11](=O)OCC1C=CC=CC=1)[C:4]1[CH:9]=[CH:8][CH:7]=[CH:6][CH:5]=1.[H-].[Al+3].[Li+].[H-].[H-].[H-].C(=O)([O-])[O-].[Na+].[Na+]. The catalyst is O1CCCC1. The product is [CH3:11][NH:10][C@@H:3]([C:4]1[CH:5]=[CH:6][CH:7]=[CH:8][CH:9]=1)[CH2:2][N:21]1[CH2:25][CH2:24][C@H:23]([O:26][CH2:27][CH2:28][O:29][CH2:30][CH2:31][O:32][CH2:33][CH2:34][O:35][CH2:36][CH2:37][O:38][CH2:39][CH2:40][O:41][CH3:42])[CH2:22]1. The yield is 0.820. (3) The reactants are [H-].[Na+].[NH2:3][C@H:4]([C:7]1[CH:12]=[CH:11][CH:10]=[C:9]([F:13])[CH:8]=1)[CH2:5][OH:6].Cl[CH2:15][C:16](OCC)=[O:17]. The catalyst is C1COCC1. The product is [F:13][C:9]1[CH:8]=[C:7]([C@H:4]2[NH:3][C:16](=[O:17])[CH2:15][O:6][CH2:5]2)[CH:12]=[CH:11][CH:10]=1. The yield is 0.340.